Task: Regression. Given two drug SMILES strings and cell line genomic features, predict the synergy score measuring deviation from expected non-interaction effect.. Dataset: NCI-60 drug combinations with 297,098 pairs across 59 cell lines (1) Drug 1: COC1=CC(=CC(=C1O)OC)C2C3C(COC3=O)C(C4=CC5=C(C=C24)OCO5)OC6C(C(C7C(O6)COC(O7)C8=CC=CS8)O)O. Drug 2: C1=NC(=NC(=O)N1C2C(C(C(O2)CO)O)O)N. Cell line: CCRF-CEM. Synergy scores: CSS=53.3, Synergy_ZIP=-1.29, Synergy_Bliss=-1.05, Synergy_Loewe=-13.8, Synergy_HSA=-0.0694. (2) Drug 1: CCC1=CC2CC(C3=C(CN(C2)C1)C4=CC=CC=C4N3)(C5=C(C=C6C(=C5)C78CCN9C7C(C=CC9)(C(C(C8N6C)(C(=O)OC)O)OC(=O)C)CC)OC)C(=O)OC.C(C(C(=O)O)O)(C(=O)O)O. Cell line: UACC62. Drug 2: CC12CCC3C(C1CCC2O)C(CC4=C3C=CC(=C4)O)CCCCCCCCCS(=O)CCCC(C(F)(F)F)(F)F. Synergy scores: CSS=52.9, Synergy_ZIP=2.98, Synergy_Bliss=1.84, Synergy_Loewe=-15.5, Synergy_HSA=4.04.